This data is from Full USPTO retrosynthesis dataset with 1.9M reactions from patents (1976-2016). The task is: Predict the reactants needed to synthesize the given product. (1) Given the product [CH3:9][N:8]([CH3:10])[C:6](=[O:7])[C:5]1[CH:11]=[CH:12][C:2]([B:14]2[O:18][C:17]([CH3:20])([CH3:19])[C:16]([CH3:22])([CH3:21])[O:15]2)=[C:3]([CH3:13])[CH:4]=1, predict the reactants needed to synthesize it. The reactants are: Br[C:2]1[CH:12]=[CH:11][C:5]([C:6]([N:8]([CH3:10])[CH3:9])=[O:7])=[CH:4][C:3]=1[CH3:13].[B:14]1([B:14]2[O:18][C:17]([CH3:20])([CH3:19])[C:16]([CH3:22])([CH3:21])[O:15]2)[O:18][C:17]([CH3:20])([CH3:19])[C:16]([CH3:22])([CH3:21])[O:15]1.C([O-])(=O)C.[K+]. (2) Given the product [O:28]1[CH:29]=[CH:30][C:31]2[C:23]([O:22][CH2:21][C@@H:19]([OH:18])[CH2:20][N:15]3[CH2:14][CH2:13][CH:12]([C:7]4[CH:6]=[CH:5][C:4]5[C:9](=[CH:10][CH:11]=[C:2]([F:1])[CH:3]=5)[CH:8]=4)[CH2:17][CH2:16]3)=[CH:24][CH:25]=[CH:26][C:27]1=2, predict the reactants needed to synthesize it. The reactants are: [F:1][C:2]1[CH:3]=[C:4]2[C:9](=[CH:10][CH:11]=1)[CH:8]=[C:7]([CH:12]1[CH2:17][CH2:16][NH:15][CH2:14][CH2:13]1)[CH:6]=[CH:5]2.[O:18]1[CH2:20][C@H:19]1[CH2:21][O:22][C:23]1[C:31]2[CH:30]=[CH:29][O:28][C:27]=2[CH:26]=[CH:25][CH:24]=1. (3) Given the product [CH:1]1([C:4]2[CH:5]=[C:6]([CH:9]=[CH:10][CH:11]=2)[CH2:7][NH2:8])[CH2:2][CH2:3]1, predict the reactants needed to synthesize it. The reactants are: [CH:1]1([C:4]2[CH:5]=[C:6]([CH:9]=[CH:10][CH:11]=2)[C:7]#[N:8])[CH2:3][CH2:2]1. (4) Given the product [F:20][C:21]1[CH:26]=[CH:25][C:24]([CH:27]([N:29]2[CH2:30][CH2:31][N:32]([C:2]3[N:7]=[CH:6][N:5]=[C:4]([NH:8][C:9]4[CH:10]=[CH:11][CH:12]=[C:13]5[C:18]=4[CH:17]=[C:16]([OH:19])[CH:15]=[CH:14]5)[CH:3]=3)[CH2:33][CH2:34]2)[CH3:28])=[CH:23][CH:22]=1, predict the reactants needed to synthesize it. The reactants are: Cl[C:2]1[N:7]=[CH:6][N:5]=[C:4]([NH:8][C:9]2[CH:10]=[CH:11][CH:12]=[C:13]3[C:18]=2[CH:17]=[C:16]([OH:19])[CH:15]=[CH:14]3)[CH:3]=1.[F:20][C:21]1[CH:26]=[CH:25][C:24]([CH:27]([N:29]2[CH2:34][CH2:33][NH:32][CH2:31][CH2:30]2)[CH3:28])=[CH:23][CH:22]=1.C(N(CC)C(C)C)(C)C.